Dataset: Orexin1 receptor HTS with 218,158 compounds and 233 confirmed actives. Task: Binary Classification. Given a drug SMILES string, predict its activity (active/inactive) in a high-throughput screening assay against a specified biological target. The drug is O=c1[nH]c(Nc2ccc(cc2)C(OCC)=O)cc2c1cccc2. The result is 0 (inactive).